This data is from Reaction yield outcomes from USPTO patents with 853,638 reactions. The task is: Predict the reaction yield, written as a fraction of the theoretical maximum amount of product (1.0 means a 100% yield; for example, 0.34 means a 34% yield). (1) The catalyst is [Pd].CO. The reactants are [C:1]1([CH3:32])[CH:6]=[CH:5][C:4]([S:7]([O:10][CH2:11][C@@H:12]([O:22][CH2:23][P:24]([CH:29]([CH3:31])[CH3:30])([CH:26]([CH3:28])[CH3:27])=[O:25])[CH2:13][O:14]CC2C=CC=CC=2)(=[O:9])=[O:8])=[CH:3][CH:2]=1. The product is [C:1]1([CH3:32])[CH:6]=[CH:5][C:4]([S:7]([O:10][CH2:11][C@@H:12]([O:22][CH2:23][P:24]([CH:29]([CH3:31])[CH3:30])([CH:26]([CH3:27])[CH3:28])=[O:25])[CH2:13][OH:14])(=[O:9])=[O:8])=[CH:3][CH:2]=1. The yield is 0.810. (2) The reactants are [CH3:1][S:2]([C:5]1[CH:10]=[CH:9][C:8]([C:11]2[N:16]=[C:15]([C:17]([F:20])([F:19])[F:18])[N:14]=[C:13]([OH:21])[C:12]=2[C:22]2[CH:27]=[CH:26][CH:25]=[CH:24][CH:23]=2)=[CH:7][CH:6]=1)(=[O:4])=[O:3].[C:28]1([S:38](Cl)(=[O:40])=[O:39])[C:37]2[C:32](=[CH:33][CH:34]=[CH:35][CH:36]=2)[CH:31]=[CH:30][CH:29]=1.N1C=CC=CC=1. The catalyst is ClCCl. The product is [C:28]1([S:38]([O:21][C:13]2[C:12]([C:22]3[CH:27]=[CH:26][CH:25]=[CH:24][CH:23]=3)=[C:11]([C:8]3[CH:7]=[CH:6][C:5]([S:2]([CH3:1])(=[O:4])=[O:3])=[CH:10][CH:9]=3)[N:16]=[C:15]([C:17]([F:20])([F:19])[F:18])[N:14]=2)(=[O:40])=[O:39])[C:37]2[C:32](=[CH:33][CH:34]=[CH:35][CH:36]=2)[CH:31]=[CH:30][CH:29]=1. The yield is 0.670. (3) The reactants are [N:1]1[CH:6]=[CH:5][CH:4]=[N:3][C:2]=1[CH2:7][OH:8].[CH:9]1([NH:12][C:13](=[O:31])[C:14]2[CH:19]=[CH:18][C:17]([CH3:20])=[C:16]([NH:21][C:22](=[O:30])[C:23]3[CH:28]=[CH:27][C:26](O)=[CH:25][CH:24]=3)[CH:15]=2)[CH2:11][CH2:10]1. No catalyst specified. The product is [CH:9]1([NH:12][C:13](=[O:31])[C:14]2[CH:19]=[CH:18][C:17]([CH3:20])=[C:16]([NH:21][C:22](=[O:30])[C:23]3[CH:24]=[CH:25][C:26]([O:8][CH2:7][C:2]4[N:3]=[CH:4][CH:5]=[CH:6][N:1]=4)=[CH:27][CH:28]=3)[CH:15]=2)[CH2:11][CH2:10]1. The yield is 0.580. (4) The reactants are [Cl:1][C:2]1[CH:3]=[C:4]([NH:9][C:10]2[S:14][C:13]([C:15]3[CH:16]=[C:17]([CH:30]=[CH:31][CH:32]=3)[O:18][C:19]3[CH:20]=[C:21]([CH2:25][C:26]([O:28]C)=[O:27])[CH:22]=[CH:23][CH:24]=3)=[N:12][N:11]=2)[CH:5]=[CH:6][C:7]=1[Cl:8]. The catalyst is [OH-].[Li+]. The product is [Cl:1][C:2]1[CH:3]=[C:4]([NH:9][C:10]2[S:14][C:13]([C:15]3[CH:16]=[C:17]([CH:30]=[CH:31][CH:32]=3)[O:18][C:19]3[CH:20]=[C:21]([CH2:25][C:26]([OH:28])=[O:27])[CH:22]=[CH:23][CH:24]=3)=[N:12][N:11]=2)[CH:5]=[CH:6][C:7]=1[Cl:8]. The yield is 0.910. (5) The reactants are [CH:1]([Si:4]([CH:20]([CH3:22])[CH3:21])([CH:17]([CH3:19])[CH3:18])[O:5][CH2:6][CH2:7][NH:8][C:9]1[C:14]([C:15]#[N:16])=[CH:13][N:12]=[CH:11][CH:10]=1)([CH3:3])[CH3:2].[H-].[Na+].Br[CH2:26][C:27]([O:29][CH3:30])=[O:28].[Cl-].[NH4+]. The catalyst is CN(C=O)C. The yield is 0.150. The product is [CH3:30][O:29][C:27]([C:26]1[N:8]([CH2:7][CH2:6][O:5][Si:4]([CH:1]([CH3:2])[CH3:3])([CH:17]([CH3:19])[CH3:18])[CH:20]([CH3:22])[CH3:21])[C:9]2[CH:10]=[CH:11][N:12]=[CH:13][C:14]=2[C:15]=1[NH2:16])=[O:28]. (6) The reactants are [C:1]([C:11]1[S:27][C:14]2[C:15]3[S:23][C:22]4[C:21]5[S:24][CH:25]=[CH:26][C:20]=5[S:19][C:18]=4[C:16]=3[S:17][C:13]=2[C:12]=1[CH2:28][CH2:29][CH2:30][CH2:31][CH2:32][CH2:33][CH2:34][CH2:35][CH2:36][CH3:37])#[C:2][CH2:3][CH2:4][CH2:5][CH2:6][CH2:7][CH2:8][CH2:9][CH3:10]. The catalyst is [Pt].C(OCC)(=O)C. The product is [CH2:1]([C:11]1[S:27][C:14]2[C:15]3[S:23][C:22]4[C:21]5[S:24][CH:25]=[CH:26][C:20]=5[S:19][C:18]=4[C:16]=3[S:17][C:13]=2[C:12]=1[CH2:28][CH2:29][CH2:30][CH2:31][CH2:32][CH2:33][CH2:34][CH2:35][CH2:36][CH3:37])[CH2:2][CH2:3][CH2:4][CH2:5][CH2:6][CH2:7][CH2:8][CH2:9][CH3:10]. The yield is 0.905. (7) The reactants are Br[C:2]1[C:3]2[C:8]([C:9]([C:16]3[CH:21]=[CH:20][CH:19]=[CH:18][CH:17]=3)=[C:10]3[C:15]=1[CH:14]=[CH:13][CH:12]=[CH:11]3)=[CH:7][CH:6]=[CH:5][CH:4]=2.[Li]CCCC.[I:27]I.S([O-])([O-])(=O)=S.[Na+].[Na+]. The catalyst is O1CCCC1. The product is [I:27][C:2]1[C:3]2[C:8]([C:9]([C:16]3[CH:21]=[CH:20][CH:19]=[CH:18][CH:17]=3)=[C:10]3[C:15]=1[CH:14]=[CH:13][CH:12]=[CH:11]3)=[CH:7][CH:6]=[CH:5][CH:4]=2. The yield is 0.830. (8) The reactants are BrC1C=C(C(C2C=C(O)C=CC=2)(C)C)C=C([N+]([O-])=O)C=1.[Cl:21][C:22]1[CH:23]=[C:24]([C:30]([C:33]2[CH:38]=[CH:37][N:36]=[CH:35][CH:34]=2)([CH3:32])[CH3:31])[CH:25]=[C:26]([O:28]C)[CH:27]=1. No catalyst specified. The product is [Cl:21][C:22]1[CH:27]=[C:26]([OH:28])[CH:25]=[C:24]([C:30]([C:33]2[CH:38]=[CH:37][N:36]=[CH:35][CH:34]=2)([CH3:32])[CH3:31])[CH:23]=1. The yield is 0.910.